Dataset: Full USPTO retrosynthesis dataset with 1.9M reactions from patents (1976-2016). Task: Predict the reactants needed to synthesize the given product. (1) Given the product [CH2:24]([CH:26]([CH2:29][CH2:30][CH2:31][CH3:32])[CH2:27][O:17][C:13]1[CH:12]=[CH:11][C:10]([N:2]2[N:3]=[C:4]3[CH:9]=[CH:8][CH:7]=[CH:6][C:5]3=[N:1]2)=[C:15]([OH:16])[CH:14]=1)[CH3:25], predict the reactants needed to synthesize it. The reactants are: [N:1]1[N:2]([C:10]2[C:15]([OH:16])=[CH:14][C:13]([OH:17])=[CH:12][CH:11]=2)[N:3]=[C:4]2[CH:9]=[CH:8][CH:7]=[CH:6][C:5]=12.C(=O)([O-])[O-].[Na+].[Na+].[CH2:24]([CH:26]([CH2:29][CH2:30][CH2:31][CH3:32])[CH2:27]Br)[CH3:25]. (2) Given the product [OH:44][C@H:43]([CH2:42][OH:41])[CH2:45][CH2:46][NH:47][C:35]([CH:16]1[CH:15]([C:13]2[CH:14]=[C:9]([Cl:8])[CH:10]=[CH:11][C:12]=2[F:38])[C:19]([C:22]2[CH:27]=[CH:26][C:25]([Cl:28])=[CH:24][C:23]=2[F:29])([C:20]#[N:21])[CH:18]([CH2:30][C:31]([CH3:34])([CH3:33])[CH3:32])[NH:17]1)=[O:36], predict the reactants needed to synthesize it. The reactants are: FC(F)(F)C(O)=O.[Cl:8][C:9]1[CH:10]=[CH:11][C:12]([F:38])=[C:13]([CH:15]2[C:19]([C:22]3[CH:27]=[CH:26][C:25]([Cl:28])=[CH:24][C:23]=3[F:29])([C:20]#[N:21])[CH:18]([CH2:30][C:31]([CH3:34])([CH3:33])[CH3:32])[NH:17][CH:16]2[C:35](O)=[O:36])[CH:14]=1.CC1(C)[O:44][C@@H:43]([CH2:45][CH2:46][NH2:47])[CH2:42][O:41]1.CN(C(ON1N=NC2C=CC=NC1=2)=[N+](C)C)C.F[P-](F)(F)(F)(F)F.CCN(C(C)C)C(C)C.Cl.